From a dataset of Full USPTO retrosynthesis dataset with 1.9M reactions from patents (1976-2016). Predict the reactants needed to synthesize the given product. (1) Given the product [Br:1][C:2]1[CH:3]=[C:4]2[C:8](=[CH:9][CH:10]=1)[N:7]([C:12]1[CH:13]=[CH:14][C:15]([CH3:18])=[N:16][CH:17]=1)[CH:6]=[CH:5]2, predict the reactants needed to synthesize it. The reactants are: [Br:1][C:2]1[CH:3]=[C:4]2[C:8](=[CH:9][CH:10]=1)[NH:7][CH:6]=[CH:5]2.Br[C:12]1[CH:13]=[CH:14][C:15]([CH3:18])=[N:16][CH:17]=1. (2) Given the product [Br:1][C:2]1[CH:11]=[C:10]2[C:5]([C:6]([NH2:13])=[C:7]([NH2:12])[N:8]=[CH:9]2)=[CH:4][CH:3]=1, predict the reactants needed to synthesize it. The reactants are: [Br:1][C:2]1[CH:11]=[C:10]2[C:5]([C:6]([N+:13]([O-])=O)=[C:7]([NH2:12])[N:8]=[CH:9]2)=[CH:4][CH:3]=1.O.[Sn](Cl)(Cl)(Cl)Cl.O.